From a dataset of Cav3 T-type calcium channel HTS with 100,875 compounds. Binary Classification. Given a drug SMILES string, predict its activity (active/inactive) in a high-throughput screening assay against a specified biological target. (1) The drug is FC(F)(F)c1c2c(oc(c2)C(OCC)=O)nc(c1)c1cccnc1. The result is 0 (inactive). (2) The drug is Clc1cc(C2NC(=O)NC(=C2C(OC)=O)C)c(OC)cc1. The result is 0 (inactive). (3) The drug is O1c2c(OC1)ccc(CNC(=O)c1ncccc1)c2. The result is 0 (inactive). (4) The drug is Clc1ccc(CSCC(=O)NCc2cc3OCOc3cc2)cc1. The result is 1 (active). (5) The compound is S(CC(=O)N1CCN(CC1)Cc1ccccc1)c1sc(nn1)NC(=O)C. The result is 0 (inactive).